This data is from Reaction yield outcomes from USPTO patents with 853,638 reactions. The task is: Predict the reaction yield, written as a fraction of the theoretical maximum amount of product (1.0 means a 100% yield; for example, 0.34 means a 34% yield). (1) The reactants are [C:1]1([C:10]2[CH:15]=[CH:14][CH:13]=[CH:12][CH:11]=2)[CH:6]=[CH:5][CH:4]=[C:3]([C:7]([OH:9])=O)[CH:2]=1.Cl.Cl.[N:18]12[CH2:26][CH2:25][CH:22]([CH2:23][CH2:24]1)[NH:21][CH2:20][CH2:19]2.O.ON1C2C=CC=CC=2N=N1.F[B-](F)(F)F.N1(OC(N(C)C)=[N+](C)C)C2C=CC=CC=2N=N1.C(N(C(C)C)CC)(C)C.[OH-].[Na+]. The catalyst is CN(C)C=O. The product is [C:1]1([C:10]2[CH:15]=[CH:14][CH:13]=[CH:12][CH:11]=2)[CH:6]=[CH:5][CH:4]=[C:3]([C:7]([N:21]2[CH:22]3[CH2:25][CH2:26][N:18]([CH2:24][CH2:23]3)[CH2:19][CH2:20]2)=[O:9])[CH:2]=1. The yield is 0.770. (2) The reactants are C[Al](C)C.[C:5]([NH2:9])([CH3:8])([CH3:7])[CH3:6].C[O:11][C:12](=O)[C:13]1[CH:18]=[CH:17][C:16]([O:19][CH2:20][C:21]2[C:22]([C:28]3[CH:33]=[CH:32][C:31]([F:34])=[C:30]([F:35])[CH:29]=3)=[N:23][O:24][C:25]=2[CH2:26][OH:27])=[N:15][CH:14]=1.C(OCC)(=O)C. The catalyst is O1CCOCC1.CCCCCCC. The product is [C:5]([NH:9][C:12](=[O:11])[C:13]1[CH:18]=[CH:17][C:16]([O:19][CH2:20][C:21]2[C:22]([C:28]3[CH:33]=[CH:32][C:31]([F:34])=[C:30]([F:35])[CH:29]=3)=[N:23][O:24][C:25]=2[CH2:26][OH:27])=[N:15][CH:14]=1)([CH3:8])([CH3:7])[CH3:6]. The yield is 0.130. (3) The reactants are [C:1]([O:5][C:6]([N:8]1[C:16]2[C:11](=[CH:12][C:13]([CH:17]=[CH2:18])=[CH:14][CH:15]=2)[CH2:10][CH2:9]1)=[O:7])([CH3:4])([CH3:3])[CH3:2].Br[CH:20]([C:25]1[CH:26]=[C:27]([Cl:33])[C:28]([F:32])=[C:29]([Cl:31])[CH:30]=1)[C:21]([F:24])([F:23])[F:22].N1C=CC=CC=1C1C=CC=CN=1. The catalyst is ClC1C=CC=CC=1Cl.Cl[Cu]. The product is [Cl:31][C:29]1[CH:30]=[C:25]([CH:20]([C:21]([F:24])([F:23])[F:22])/[CH:18]=[CH:17]/[C:13]2[CH:12]=[C:11]3[C:16](=[CH:15][CH:14]=2)[N:8]([C:6]([O:5][C:1]([CH3:4])([CH3:3])[CH3:2])=[O:7])[CH2:9][CH2:10]3)[CH:26]=[C:27]([Cl:33])[C:28]=1[F:32]. The yield is 0.610. (4) The reactants are [N:1]([CH2:4][C:5]([C:7]1[CH:8]=[N:9][CH:10]=[CH:11][CH:12]=1)=[O:6])=[N+]=[N-].[CH3:13][C:14]1[CH:19]=[CH:18][C:17]([N+:20]([O-:22])=[O:21])=[CH:16][C:15]=1[N:23]=[C:24]=O.C1(P(C2C=CC=CC=2)C2C=CC=CC=2)C=CC=CC=1. The catalyst is O1CCOCC1. The product is [CH3:13][C:14]1[CH:19]=[CH:18][C:17]([N+:20]([O-:22])=[O:21])=[CH:16][C:15]=1[NH:23][C:24]1[O:6][C:5]([C:7]2[CH:8]=[N:9][CH:10]=[CH:11][CH:12]=2)=[CH:4][N:1]=1. The yield is 0.780. (5) The reactants are C([O:3][C:4]([C:6]1[C:7]([C:12]2[CH:17]=[CH:16][C:15]([F:18])=[CH:14][CH:13]=2)=[N:8][O:9][C:10]=1[CH3:11])=O)C.C(OC(C1C(C2C=CC=C(F)C=2)=NOC=1C)=O)C. No catalyst specified. The product is [F:18][C:15]1[CH:14]=[CH:13][C:12]([C:7]2[C:6]([CH2:4][OH:3])=[C:10]([CH3:11])[O:9][N:8]=2)=[CH:17][CH:16]=1. The yield is 0.710.